This data is from Forward reaction prediction with 1.9M reactions from USPTO patents (1976-2016). The task is: Predict the product of the given reaction. (1) Given the reactants [C:1]([O:5][C:6](=[O:34])[NH:7][C@H:8]([C:10](=[O:33])[NH:11][C@@H:12]([CH2:25][C:26]1[CH:31]=[CH:30][CH:29]=[C:28]([OH:32])[CH:27]=1)[C@@H:13]([OH:24])[CH2:14][C@H:15]([C:17](=[O:23])[NH:18][CH2:19][CH2:20][CH2:21][CH3:22])[CH3:16])[CH3:9])([CH3:4])([CH3:3])[CH3:2].[C:35]([O:39][C:40](=[O:46])[CH2:41][CH2:42][CH2:43][CH2:44]Br)([CH3:38])([CH3:37])[CH3:36].O.[I-].[K+], predict the reaction product. The product is: [C:35]([O:39][C:40](=[O:46])[CH2:41][CH2:42][CH2:43][CH2:44][O:32][C:28]1[CH:29]=[CH:30][CH:31]=[C:26]([CH2:25][C@H:12]([NH:11][C:10](=[O:33])[C@@H:8]([NH:7][C:6]([O:5][C:1]([CH3:4])([CH3:3])[CH3:2])=[O:34])[CH3:9])[C@@H:13]([OH:24])[CH2:14][C@H:15]([C:17](=[O:23])[NH:18][CH2:19][CH2:20][CH2:21][CH3:22])[CH3:16])[CH:27]=1)([CH3:38])([CH3:37])[CH3:36]. (2) The product is: [OH:12][C:5]1([CH2:16][N+:13]([O-:15])=[O:14])[C:4]2[C:8](=[CH:9][CH:10]=[C:2]([CH3:1])[CH:3]=2)[NH:7][C:6]1=[O:11]. Given the reactants [CH3:1][C:2]1[CH:3]=[C:4]2[C:8](=[CH:9][CH:10]=1)[NH:7][C:6](=[O:11])[C:5]2=[O:12].[N+:13]([CH3:16])([O-:15])=[O:14], predict the reaction product. (3) Given the reactants C([CH:3](Br)[C:4](=O)[CH2:5][OH:6])C.[NH2:9][C:10](=[S:14])[C:11]([O-:13])=[O:12].O1CCO[CH2:17][CH2:16]1, predict the reaction product. The product is: [OH:6][CH2:5][C:4]1[N:9]=[C:10]([C:11]([O:13][CH2:16][CH3:17])=[O:12])[S:14][CH:3]=1. (4) Given the reactants Cl[C:2]1[CH:3]=[CH:4][C:5]2[C:6]3[C:14]([NH:15][C@H:16]([CH:21]4[CH2:23][CH2:22]4)[C:17]([F:20])([F:19])[F:18])=[N:13][CH:12]=[C:11]([C:24]([NH2:26])=[O:25])[C:7]=3[NH:8][C:9]=2[CH:10]=1.[B:27]1([B:27]2[O:31][C:30]([CH3:33])([CH3:32])[C:29]([CH3:35])([CH3:34])[O:28]2)[O:31][C:30]([CH3:33])([CH3:32])[C:29]([CH3:35])([CH3:34])[O:28]1.C1(P(C2CCCCC2)C2CCCCC2)CCCCC1.C([O-])(=O)C.[K+], predict the reaction product. The product is: [CH:21]1([C@@H:16]([NH:15][C:14]2[C:6]3[C:5]4[CH:4]=[CH:3][C:2]([B:27]5[O:31][C:30]([CH3:33])([CH3:32])[C:29]([CH3:35])([CH3:34])[O:28]5)=[CH:10][C:9]=4[NH:8][C:7]=3[C:11]([C:24]([NH2:26])=[O:25])=[CH:12][N:13]=2)[C:17]([F:20])([F:19])[F:18])[CH2:23][CH2:22]1. (5) Given the reactants [Cl:1][C:2]1[CH:10]=[C:9]2[C:5]([C:6]([C:12]3[N:13]=[C:14]4[C:20]([C:21]([OH:23])=O)=[CH:19][NH:18][C:15]4=[N:16][CH:17]=3)=[N:7][N:8]2[CH3:11])=[CH:4][CH:3]=1.[N:24]1[CH:29]=[CH:28][CH:27]=[C:26]([NH2:30])[CH:25]=1.CCN=C=NCCCN(C)C.CCN(C(C)C)C(C)C.CN(C(ON1N=NC2C=CC=NC1=2)=[N+](C)C)C.F[P-](F)(F)(F)(F)F, predict the reaction product. The product is: [Cl:1][C:2]1[CH:10]=[C:9]2[C:5]([C:6]([C:12]3[N:13]=[C:14]4[C:20]([C:21]([NH:30][C:26]5[CH:25]=[N:24][CH:29]=[CH:28][CH:27]=5)=[O:23])=[CH:19][NH:18][C:15]4=[N:16][CH:17]=3)=[N:7][N:8]2[CH3:11])=[CH:4][CH:3]=1. (6) Given the reactants [Cl:1][C:2]1[CH:30]=[C:29]([CH:31]2[CH2:33][CH2:32]2)[CH:28]=[CH:27][C:3]=1[CH2:4][N:5]1[CH2:10][CH2:9][CH:8]([CH2:11][O:12][C:13]2[C:22]([CH:23]3[CH2:25][CH2:24]3)=[CH:21][C:16]([C:17]([O:19]C)=[O:18])=[C:15]([F:26])[CH:14]=2)[CH2:7][CH2:6]1.O.[OH-].[Li+].Cl, predict the reaction product. The product is: [Cl:1][C:2]1[CH:30]=[C:29]([CH:31]2[CH2:32][CH2:33]2)[CH:28]=[CH:27][C:3]=1[CH2:4][N:5]1[CH2:6][CH2:7][CH:8]([CH2:11][O:12][C:13]2[C:22]([CH:23]3[CH2:24][CH2:25]3)=[CH:21][C:16]([C:17]([OH:19])=[O:18])=[C:15]([F:26])[CH:14]=2)[CH2:9][CH2:10]1.